Task: Predict the reaction yield, written as a fraction of the theoretical maximum amount of product (1.0 means a 100% yield; for example, 0.34 means a 34% yield).. Dataset: Reaction yield outcomes from USPTO patents with 853,638 reactions (1) The reactants are [F:1][CH:2]([F:27])[CH2:3][N:4]1[C@H:16]([CH3:17])[CH2:15][C:14]2[C:13]3[C:8](=[CH:9][CH:10]=[CH:11][CH:12]=3)[NH:7][C:6]=2[C@H:5]1[C:18]1[C:23]([F:24])=[CH:22][C:21](I)=[CH:20][C:19]=1[F:26].[F:28][CH2:29][CH:30]1[CH2:33][N:32]([CH2:34][CH2:35][OH:36])[CH2:31]1.C(=O)([O-])[O-].[K+].[K+].C(#N)CCC. No catalyst specified. The product is [F:1][CH:2]([F:27])[CH2:3][N:4]1[C@H:16]([CH3:17])[CH2:15][C:14]2[C:13]3[C:8](=[CH:9][CH:10]=[CH:11][CH:12]=3)[NH:7][C:6]=2[C@H:5]1[C:18]1[C:23]([F:24])=[CH:22][C:21]([O:36][CH2:35][CH2:34][N:32]2[CH2:33][CH:30]([CH2:29][F:28])[CH2:31]2)=[CH:20][C:19]=1[F:26]. The yield is 0.440. (2) The reactants are [OH:1][C:2]1[N:7]=[C:6]([CH:8]=[O:9])[CH:5]=[CH:4][CH:3]=1.Cl[C:11]([F:16])([F:15])C([O-])=O.[Na+]. The catalyst is C(#N)C. The product is [F:15][CH:11]([F:16])[O:1][C:2]1[N:7]=[C:6]([CH:8]=[O:9])[CH:5]=[CH:4][CH:3]=1. The yield is 0.428. (3) The reactants are [Si:1]([O:8][C@@H:9]([C@H:14]1[CH2:18][O:17][C:16]([CH3:20])([CH3:19])[N:15]1[C:21]([O:23][C:24]([CH3:27])([CH3:26])[CH3:25])=[O:22])[C@@H:10]([CH3:13])[CH2:11]O)([C:4]([CH3:7])([CH3:6])[CH3:5])([CH3:3])[CH3:2].CC(OC(/N=N/C(OC(C)C)=O)=O)C.C1C=CC(P(C2C=CC=CC=2)C2C=CC=CC=2)=CC=1.C1C=CC(P([N:75]=[N+:76]=[N-:77])(C2C=CC=CC=2)=O)=CC=1. The catalyst is C1COCC1. The product is [N:75]([CH2:11][C@H:10]([CH3:13])[C@H:9]([C@H:14]1[CH2:18][O:17][C:16]([CH3:20])([CH3:19])[N:15]1[C:21]([O:23][C:24]([CH3:27])([CH3:26])[CH3:25])=[O:22])[O:8][Si:1]([C:4]([CH3:7])([CH3:6])[CH3:5])([CH3:3])[CH3:2])=[N+:76]=[N-:77]. The yield is 0.860. (4) The reactants are [OH-:1].[Na+].Cl.[NH2:4]O.[OH:6][CH2:7][C:8]([CH3:15])([CH3:14])[C:9](=O)[CH2:10][C:11]#[N:12]. The catalyst is O. The product is [NH2:12][C:11]1[O:1][N:4]=[C:9]([C:8]([CH3:15])([CH3:14])[CH2:7][OH:6])[CH:10]=1. The yield is 0.490. (5) The reactants are [N+:1]([C:4]1[CH:5]=[C:6]2[C:10](=[CH:11][CH:12]=1)[NH:9][C:8](=[O:13])[CH2:7]2)([O-])=O. The catalyst is CO.[Pd]. The product is [NH2:1][C:4]1[CH:5]=[C:6]2[C:10](=[CH:11][CH:12]=1)[NH:9][C:8](=[O:13])[CH2:7]2. The yield is 0.600. (6) The reactants are [Si]([O:8][CH2:9][CH2:10][C:11]1[C:16]([CH3:17])=[CH:15][C:14](B(O)O)=[CH:13][C:12]=1[CH3:21])(C(C)(C)C)(C)C.[NH2:22][C:23]1[CH:24]=[C:25]2[C:30](=[CH:31][CH:32]=1)[C:29]([N:33]([C:41]([O:43][C:44]([CH3:47])([CH3:46])[CH3:45])=[O:42])[C:34]([O:36][C:37]([CH3:40])([CH3:39])[CH3:38])=[O:35])=[N:28][CH:27]=[CH:26]2.O.[C:49]([OH:53])(=[O:52])[CH:50]=O. No catalyst specified. The product is [C:44]([O:43][C:41]([N:33]([C:34]([O:36][C:37]([CH3:38])([CH3:39])[CH3:40])=[O:35])[C:29]1[C:30]2[C:25](=[CH:24][C:23]([NH:22][CH:50]([C:14]3[CH:13]=[C:12]([CH3:21])[C:11]([CH2:10][CH2:9][OH:8])=[C:16]([CH3:17])[CH:15]=3)[C:49]([OH:53])=[O:52])=[CH:32][CH:31]=2)[CH:26]=[CH:27][N:28]=1)=[O:42])([CH3:47])([CH3:46])[CH3:45]. The yield is 0.390.